Dataset: Reaction yield outcomes from USPTO patents with 853,638 reactions. Task: Predict the reaction yield, written as a fraction of the theoretical maximum amount of product (1.0 means a 100% yield; for example, 0.34 means a 34% yield). (1) The yield is 0.980. No catalyst specified. The product is [Br:3][C:4]1[C:5]([C:13]2[CH:18]=[CH:17][CH:16]=[CH:15][CH:14]=2)=[C:6]([C:10]([O:12][CH2:22][CH3:23])=[O:11])[N:7]([CH3:19])[C:8]=1[CH3:9]. The reactants are [H-].[Na+].[Br:3][C:4]1[C:5]([C:13]2[CH:18]=[CH:17][CH:16]=[CH:15][CH:14]=2)=[C:6]([C:10]([O-:12])=[O:11])[NH:7][C:8]=1[CH3:9].[CH3:19]I.O1CC[CH2:23][CH2:22]1. (2) The reactants are [CH3:1][C:2]1([CH3:13])[C:11](=[O:12])[CH2:10][CH2:9][C:4]2([O:8][CH2:7][CH2:6][O:5]2)[CH2:3]1.[BH4-].[Na+].C(OCC)(=O)C.O. The catalyst is CO. The product is [CH3:1][C:2]1([CH3:13])[CH:11]([OH:12])[CH2:10][CH2:9][C:4]2([O:5][CH2:6][CH2:7][O:8]2)[CH2:3]1. The yield is 0.990. (3) The reactants are C[O:2][C:3]1[N:8]=[CH:7][C:6]([CH2:9][C:10]2[C:11](=[O:18])[N:12]=[C:13]([S:16][CH3:17])[NH:14][CH:15]=2)=[CH:5][N:4]=1.B(Br)(Br)Br. The catalyst is O. The product is [CH3:17][S:16][C:13]1[NH:14][CH:15]=[C:10]([CH2:9][C:6]2[CH:5]=[N:4][C:3](=[O:2])[NH:8][CH:7]=2)[C:11](=[O:18])[N:12]=1. The yield is 0.260. (4) The catalyst is CN(C=O)C. The product is [NH2:15][C:10]1[CH:11]=[CH:12][CH:13]=[CH:14][C:9]=1[NH:8][C:6](=[O:7])[C:25]1[CH:24]=[CH:23][C:22]([N:19]2[CH2:18][CH2:17][O:16][CH2:21][CH2:20]2)=[CH:30][CH:29]=1. The reactants are C(O[C:6]([NH:8][C:9]1[CH:14]=[CH:13][CH:12]=[CH:11][C:10]=1[NH2:15])=[O:7])(C)(C)C.[O:16]1[CH2:21][CH2:20][N:19]([C:22]2[CH:30]=[CH:29][C:25](C(O)=O)=[CH:24][CH:23]=2)[CH2:18][CH2:17]1. The yield is 0.120. (5) The reactants are [NH:1]1[C:9]2[C:4](=[CH:5][CH:6]=[CH:7][CH:8]=2)[CH:3]=[CH:2]1.[OH-].[K+].Br[CH:13]([OH:15])[CH3:14]. The catalyst is CS(C)=O. The product is [OH:15][CH2:13][CH2:14][N:1]1[C:9]2[C:4](=[CH:5][CH:6]=[CH:7][CH:8]=2)[CH:3]=[CH:2]1. The yield is 0.730. (6) The reactants are C(OC(=O)[NH:7][CH2:8][CH2:9][CH2:10][CH2:11][C:12]1[CH:17]=[CH:16][C:15]([O:18][CH2:19][CH2:20][N:21]([CH2:29][C@@H:30]([OH:35])[C@@H:31]([OH:34])[CH2:32][OH:33])[CH2:22][C@@H:23]([OH:28])[C@@H:24]([OH:27])[CH2:25][OH:26])=[CH:14][CH:13]=1)(C)(C)C.Cl. The catalyst is C(O)C. The product is [OH:35][C@@H:30]([C@@H:31]([OH:34])[CH2:32][OH:33])[CH2:29][N:21]([CH2:22][C@@H:23]([OH:28])[C@@H:24]([OH:27])[CH2:25][OH:26])[CH2:20][CH2:19][O:18][C:15]1[CH:14]=[CH:13][C:12]([CH2:11][CH2:10][CH2:9][CH2:8][NH2:7])=[CH:17][CH:16]=1. The yield is 0.980. (7) The reactants are [N:1]1[CH:6]=[CH:5][CH:4]=[C:3]([S:7](Cl)(=[O:9])=[O:8])[CH:2]=1.Cl.[Br:12][C:13]1[CH:20]=[CH:19][C:16]([CH2:17][NH2:18])=[CH:15][CH:14]=1. No catalyst specified. The product is [Br:12][C:13]1[CH:20]=[CH:19][C:16]([CH2:17][NH:18][S:7]([C:3]2[CH:2]=[N:1][CH:6]=[CH:5][CH:4]=2)(=[O:9])=[O:8])=[CH:15][CH:14]=1. The yield is 0.840. (8) The reactants are [O:1]1[CH2:6][CH2:5][CH:4]([C:7]#[N:8])[CH2:3][CH2:2]1.[CH2:9]([Mg]Br)[CH3:10].B(F)(F)F.CCOCC. The catalyst is CCOCC.O.Cl.CC(C)[O-].[Ti+4].CC(C)[O-].CC(C)[O-].CC(C)[O-]. The product is [O:1]1[CH2:6][CH2:5][CH:4]([C:7]2([NH2:8])[CH2:10][CH2:9]2)[CH2:3][CH2:2]1. The yield is 0.535. (9) The reactants are [Cl:1][C:2]1[C:7]([C:8]2[C:13]([Cl:14])=[CH:12][N:11]=[C:10](F)[CH:9]=2)=[CH:6][C:5]([NH:16][CH2:17][CH:18]2[CH2:23][CH2:22][O:21][CH2:20][CH2:19]2)=[CH:4][N:3]=1.[C@H:24]1([NH2:31])[CH2:29][CH2:28][C@H:27]([NH2:30])[CH2:26][CH2:25]1. The catalyst is CS(C)=O. The product is [NH2:30][C@H:27]1[CH2:28][CH2:29][C@H:24]([NH:31][C:10]2[CH:9]=[C:8]([C:7]3[C:2]([Cl:1])=[N:3][CH:4]=[C:5]([NH:16][CH2:17][CH:18]4[CH2:23][CH2:22][O:21][CH2:20][CH2:19]4)[CH:6]=3)[C:13]([Cl:14])=[CH:12][N:11]=2)[CH2:25][CH2:26]1. The yield is 0.343. (10) The reactants are [CH3:1][C:2]1[CH2:7][CH2:6][CH:5]([NH:8][C:9](=[O:15])[O:10][C:11]([CH3:14])([CH3:13])[CH3:12])[CH2:4][CH:3]=1.O.C([OH:19])C.[OH-].[Na+].OO. The catalyst is C1COCC1. The product is [OH:19][CH:3]1[CH:2]([CH3:1])[CH2:7][CH2:6][CH:5]([NH:8][C:9](=[O:15])[O:10][C:11]([CH3:14])([CH3:13])[CH3:12])[CH2:4]1. The yield is 0.559.